Predict the reactants needed to synthesize the given product. From a dataset of Full USPTO retrosynthesis dataset with 1.9M reactions from patents (1976-2016). (1) Given the product [OH:58][CH2:57][CH2:56][O:55][CH2:54][CH2:53][O:52][CH2:51][CH2:50][O:49][CH2:48][CH2:47][O:46][CH2:45][CH2:44][O:59][C:2]1[CH:3]=[C:4]([C:8]([CH3:22])([CH3:23])[C@H:9]([NH:13][CH3:15])[C:10]([OH:12])=[O:11])[CH:5]=[CH:6][CH:7]=1, predict the reactants needed to synthesize it. The reactants are: Br[C:2]1[CH:3]=[C:4]([C:8]([CH3:23])([CH3:22])[C@H:9]([N:13]([C:15](OC(C)(C)C)=O)C)[C:10]([OH:12])=[O:11])[CH:5]=[CH:6][CH:7]=1.CC1C=NC2C(C=1C)=CC=C1C=2N=CC(C)=C1C.CO.[CH2:44]([OH:59])[CH2:45][O:46][CH2:47][CH2:48][O:49][CH2:50][CH2:51][O:52][CH2:53][CH2:54][O:55][CH2:56][CH2:57][OH:58]. (2) Given the product [C:32]([OH:39])(=[O:38])[CH2:33][CH2:34][C:35]([OH:37])=[O:36].[S:1]1[CH:5]=[CH:4][C:3]2[C:6]([N:10]3[CH2:11][CH2:12][N:13]([CH2:16][CH2:17][CH2:18][CH2:19][O:20][C:21]4[CH:30]=[C:29]5[C:24]([CH:25]=[CH:26][C:27](=[O:31])[NH:28]5)=[CH:23][CH:22]=4)[CH2:14][CH2:15]3)=[CH:7][CH:8]=[CH:9][C:2]1=2, predict the reactants needed to synthesize it. The reactants are: [S:1]1[CH:5]=[CH:4][C:3]2[C:6]([N:10]3[CH2:15][CH2:14][N:13]([CH2:16][CH2:17][CH2:18][CH2:19][O:20][C:21]4[CH:30]=[C:29]5[C:24]([CH:25]=[CH:26][C:27](=[O:31])[NH:28]5)=[CH:23][CH:22]=4)[CH2:12][CH2:11]3)=[CH:7][CH:8]=[CH:9][C:2]1=2.[C:32]([OH:39])(=[O:38])[CH2:33][CH2:34][C:35]([OH:37])=[O:36]. (3) Given the product [Cl:23][C:20]1[CH:21]=[CH:22][C:17]([CH2:16][N:7]2[C:8]([C:11]([OH:13])=[O:12])=[CH:9][C:10]3[O:3][CH:4]=[CH:5][C:6]2=3)=[CH:18][CH:19]=1, predict the reactants needed to synthesize it. The reactants are: [H-].[Na+].[O:3]1[C:10]2[CH:9]=[C:8]([C:11]([O:13]C)=[O:12])[NH:7][C:6]=2[CH:5]=[CH:4]1.Br[CH2:16][C:17]1[CH:22]=[CH:21][C:20]([Cl:23])=[CH:19][CH:18]=1.C(O)(=O)CC(CC(O)=O)(C(O)=O)O.